From a dataset of Rat liver microsome stability data. Regression/Classification. Given a drug SMILES string, predict its absorption, distribution, metabolism, or excretion properties. Task type varies by dataset: regression for continuous measurements (e.g., permeability, clearance, half-life) or binary classification for categorical outcomes (e.g., BBB penetration, CYP inhibition). Dataset: rlm. The compound is CC(C)c1ccccc1-c1ncc(F)c(NCC2CCN(c3cnccn3)C2)n1. The result is 1 (stable in rat liver microsomes).